Predict the reactants needed to synthesize the given product. From a dataset of Full USPTO retrosynthesis dataset with 1.9M reactions from patents (1976-2016). Given the product [Cl:22][C:14]1[CH:15]=[C:16]([N+:19]([O-:21])=[O:20])[CH:17]=[CH:18][C:13]=1[CH:4]([C:3]([O:10][CH3:11])=[O:9])[C:5]([O:7][CH3:8])=[O:6], predict the reactants needed to synthesize it. The reactants are: [H-].[Na+].[C:3]([O:10][CH3:11])(=[O:9])[CH2:4][C:5]([O:7][CH3:8])=[O:6].Cl[C:13]1[CH:18]=[CH:17][C:16]([N+:19]([O-:21])=[O:20])=[CH:15][C:14]=1[Cl:22].